From a dataset of Forward reaction prediction with 1.9M reactions from USPTO patents (1976-2016). Predict the product of the given reaction. (1) The product is: [O-:14][N+:15]1[O:19][N:18]=[C:17]([O:20][CH2:21][CH2:22][C:23]([OH:3])=[O:24])[C:16]=1[S:25]([C:28]1[CH:33]=[CH:32][CH:31]=[CH:30][CH:29]=1)(=[O:26])=[O:27]. Given the reactants CC(C)=[O:3].OS(O)(=O)=O.O=[Cr](=O)=O.[O-:14][N+:15]1[O:19][N:18]=[C:17]([O:20][CH2:21][CH2:22][CH2:23][OH:24])[C:16]=1[S:25]([C:28]1[CH:33]=[CH:32][CH:31]=[CH:30][CH:29]=1)(=[O:27])=[O:26].CC(O)C, predict the reaction product. (2) Given the reactants [S:1]([O-:5])([O-:4])(=[O:3])=[O:2].[Na+:6].[Na+].O.[S:9](S([O-])(=O)=O)([O-])(=[O:11])=[O:10].[Na+].[Na+].S(S([O-])(=O)=O)([O-])(=O)=O.[Na+].[Na+], predict the reaction product. The product is: [S:1]([O-:5])([O-:4])(=[O:3])=[O:2].[Na+:6].[Na+:6].[S:9](=[O:11])=[O:10]. (3) Given the reactants [F:1][C:2]1[CH:10]=[C:9]2[C:5]([C:6]([C:20]3[CH:21]=[CH:22][C:23]([NH:26][C:27](=[O:33])[O:28][C:29]([CH3:32])([CH3:31])[CH3:30])=[N:24][CH:25]=3)=[CH:7][N:8]2[S:11]([C:14]2[CH:19]=[CH:18][CH:17]=[CH:16][CH:15]=2)(=[O:13])=[O:12])=[CH:4][CH:3]=1.[H-].[Na+].Br[CH2:37][C:38]([O:40][CH2:41][CH3:42])=[O:39].O, predict the reaction product. The product is: [C:29]([O:28][C:27]([N:26]([C:23]1[CH:22]=[CH:21][C:20]([C:6]2[C:5]3[C:9](=[CH:10][C:2]([F:1])=[CH:3][CH:4]=3)[N:8]([S:11]([C:14]3[CH:15]=[CH:16][CH:17]=[CH:18][CH:19]=3)(=[O:13])=[O:12])[CH:7]=2)=[CH:25][N:24]=1)[CH2:37][C:38]([O:40][CH2:41][CH3:42])=[O:39])=[O:33])([CH3:30])([CH3:32])[CH3:31].